Dataset: Reaction yield outcomes from USPTO patents with 853,638 reactions. Task: Predict the reaction yield, written as a fraction of the theoretical maximum amount of product (1.0 means a 100% yield; for example, 0.34 means a 34% yield). (1) The reactants are [NH2:1][C:2]1[N:7]([CH3:8])[C:6](=[O:9])[CH2:5][C:4]([C:11]2[CH:16]=[CH:15][CH:14]=[C:13](Br)[CH:12]=2)([CH3:10])[N:3]=1.[Br:18][C:19]1[CH:20]=[C:21](B(O)[OH:27])[C:22]([F:25])=[N:23][CH:24]=1. No catalyst specified. The product is [C:6]([OH:9])(=[O:27])[CH3:5].[NH2:1][C:2]1[N:7]([CH3:8])[C:6](=[O:9])[CH2:5][C:4]([C:11]2[CH:16]=[CH:15][CH:14]=[C:13]([C:21]3[C:22]([F:25])=[N:23][CH:24]=[C:19]([Br:18])[CH:20]=3)[CH:12]=2)([CH3:10])[N:3]=1. The yield is 0.0300. (2) The reactants are [Br:1][C:2]1[C:3](F)=[C:4]2[C:10]([NH:11][C:12](=[O:20])[C:13]3[CH:18]=[CH:17][C:16]([CH3:19])=[N:15][CH:14]=3)=[CH:9][NH:8][C:5]2=[N:6][CH:7]=1.[NH:22]1[CH2:27][CH2:26][CH2:25][C@@H:24]([NH:28][C:29](=[O:35])[O:30][C:31]([CH3:34])([CH3:33])[CH3:32])[CH2:23]1. The yield is 0.0300. The catalyst is CCCCO. The product is [Br:1][C:2]1[C:3]([N:22]2[CH2:27][CH2:26][CH2:25][C@@H:24]([NH:28][C:29](=[O:35])[O:30][C:31]([CH3:33])([CH3:32])[CH3:34])[CH2:23]2)=[C:4]2[C:10]([NH:11][C:12](=[O:20])[C:13]3[CH:18]=[CH:17][C:16]([CH3:19])=[N:15][CH:14]=3)=[CH:9][NH:8][C:5]2=[N:6][CH:7]=1. (3) The reactants are [Cl:1][C:2]1[CH:12]=[C:11]([Cl:13])[C:10]([NH:14][C:15]2[C:20]([F:21])=[CH:19][C:18]([F:22])=[CH:17][C:16]=2[Cl:23])=[CH:9][C:3]=1[C:4]([O:6]CC)=[O:5].S(=O)(=O)(O)O. The catalyst is C(O)C. The product is [Cl:1][C:2]1[CH:12]=[C:11]([Cl:13])[C:10]([NH:14][C:15]2[C:20]([F:21])=[CH:19][C:18]([F:22])=[CH:17][C:16]=2[Cl:23])=[CH:9][C:3]=1[C:4]([OH:6])=[O:5]. The yield is 0.880. (4) The reactants are C(OC(C1C=C(OCC2C=CC=CC=2)C2C(=C(Br)C=CC=2)N=1)=O)C1C=CC=CC=1.[CH2:30]([O:37][C:38]([C:40]1[CH:49]=[C:48]([O:50][CH2:51][C:52]2[CH:57]=[CH:56][CH:55]=[CH:54][CH:53]=2)[C:47]2[C:42](=[C:43]([N+:58]([O-])=O)[CH:44]=[CH:45][CH:46]=2)[N:41]=1)=[O:39])[C:31]1[CH:36]=[CH:35][CH:34]=[CH:33][CH:32]=1. No catalyst specified. The product is [CH2:30]([O:37][C:38]([C:40]1[CH:49]=[C:48]([O:50][CH2:51][C:52]2[CH:57]=[CH:56][CH:55]=[CH:54][CH:53]=2)[C:47]2[C:42](=[C:43]([NH2:58])[CH:44]=[CH:45][CH:46]=2)[N:41]=1)=[O:39])[C:31]1[CH:36]=[CH:35][CH:34]=[CH:33][CH:32]=1. The yield is 0.800. (5) The product is [NH2:12][C:11]1[C:7]([C:2]2[CH:3]=[CH:4][CH:5]=[CH:6][N:1]=2)=[C:8]2[CH2:14][C:35]([C:33]3[CH:32]=[CH:31][C:29]4[O:30][C:26]([F:25])([F:43])[O:27][C:28]=4[CH:34]=3)=[CH:36][C:37](=[O:39])[N:9]2[N:10]=1. The reactants are [N:1]1[CH:6]=[CH:5][CH:4]=[CH:3][C:2]=1[C:7]1[C:8](N)=[N:9][NH:10][C:11]=1[NH2:12].[CH3:14]C1C=CC(S(O)(=O)=O)=CC=1.[F:25][C:26]1([F:43])[O:30][C:29]2[CH:31]=[CH:32][C:33]([C:35](=O)[CH2:36][C:37]([O:39]CC)=O)=[CH:34][C:28]=2[O:27]1. The catalyst is CCCCO. The yield is 0.100. (6) The reactants are [CH:1]1([O:4][C:5]2[CH:6]=[C:7]([C:15]3[N:32]([CH2:33][O:34][CH2:35][CH2:36][Si:37]([CH3:40])([CH3:39])[CH3:38])[C:18]4[CH:19]=[N:20][N:21]([CH2:24][O:25][CH2:26][CH2:27][Si:28]([CH3:31])([CH3:30])[CH3:29])[C:22](=[O:23])[C:17]=4[C:16]=3[CH:41]=[CH:42][CH:43]3[CH2:45][CH2:44]3)[CH:8]=[CH:9][C:10]=2[O:11][CH:12]([F:14])[F:13])[CH2:3][CH2:2]1.C1(OC2C=C(C3N(COCC[Si](C)(C)C)C4C=NN(COCC[Si](C)(C)C)C(=O)C=4C=3C=CCCC)C=CC=2OC(F)F)CC1. No catalyst specified. The product is [CH:1]1([O:4][C:5]2[CH:6]=[C:7]([C:15]3[N:32]([CH2:33][O:34][CH2:35][CH2:36][Si:37]([CH3:40])([CH3:39])[CH3:38])[C:18]4[CH:19]=[N:20][N:21]([CH2:24][O:25][CH2:26][CH2:27][Si:28]([CH3:29])([CH3:30])[CH3:31])[C:22](=[O:23])[C:17]=4[C:16]=3[CH2:41][CH2:42][CH:43]3[CH2:45][CH2:44]3)[CH:8]=[CH:9][C:10]=2[O:11][CH:12]([F:13])[F:14])[CH2:2][CH2:3]1. The yield is 0.940. (7) The reactants are Cl[C:2]1[C:7]([C:8]#[N:9])=[CH:6][CH:5]=[CH:4][N:3]=1.[F:10][C:11]([F:22])([F:21])[C:12]1[CH:17]=[CH:16][CH:15]=[CH:14][C:13]=1B(O)O. No catalyst specified. The product is [F:10][C:11]([F:22])([F:21])[C:12]1[CH:17]=[CH:16][CH:15]=[CH:14][C:13]=1[C:2]1[N:3]=[CH:4][CH:5]=[CH:6][C:7]=1[C:8]#[N:9]. The yield is 0.300. (8) The reactants are [Na].[CH3:2][C:3]1[CH:8]=[CH:7][CH:6]=[CH:5][C:4]=1[SH:9].[CH2:10]([O:12][CH:13]([O:16][CH2:17][CH3:18])[CH2:14]Br)[CH3:11]. The catalyst is C(O)C. The product is [CH2:10]([O:12][CH:13]([O:16][CH2:17][CH3:18])[CH2:14][S:9][C:4]1[CH:5]=[CH:6][CH:7]=[CH:8][C:3]=1[CH3:2])[CH3:11]. The yield is 0.820. (9) The reactants are [CH2:1]([NH:5][C@H:6]1[C:14]2[C:9](=[CH:10][CH:11]=[C:12]([C:15]([O:17][CH3:18])=[O:16])[CH:13]=2)[CH2:8][CH2:7]1)[CH:2]([CH3:4])[CH3:3].[Cl:19][C:20]1[CH:28]=[CH:27][CH:26]=[CH:25][C:21]=1[C:22](Cl)=[O:23]. The catalyst is ClCCl. The product is [Cl:19][C:20]1[CH:28]=[CH:27][CH:26]=[CH:25][C:21]=1[C:22]([N:5]([C@H:6]1[C:14]2[C:9](=[CH:10][CH:11]=[C:12]([C:15]([O:17][CH3:18])=[O:16])[CH:13]=2)[CH2:8][CH2:7]1)[CH2:1][CH:2]([CH3:4])[CH3:3])=[O:23]. The yield is 0.510. (10) The reactants are Br[C:2]1[CH:7]=[CH:6][C:5]([C:8]2[N:9]([CH2:17][C:18]3[CH:23]=[CH:22][CH:21]=[CH:20][C:19]=3[Cl:24])[CH:10]=[C:11]([C:13]([OH:16])([CH3:15])[CH3:14])[N:12]=2)=[CH:4][CH:3]=1.[CH3:25][S:26]([C:29]1[CH:30]=[C:31](B(O)O)[CH:32]=[CH:33][CH:34]=1)(=[O:28])=[O:27].C([O-])([O-])=O.[K+].[K+]. The catalyst is COCCOC. The product is [Cl:24][C:19]1[CH:20]=[CH:21][CH:22]=[CH:23][C:18]=1[CH2:17][N:9]1[CH:10]=[C:11]([C:13]([OH:16])([CH3:15])[CH3:14])[N:12]=[C:8]1[C:5]1[CH:6]=[CH:7][C:2]([C:33]2[CH:32]=[CH:31][CH:30]=[C:29]([S:26]([CH3:25])(=[O:28])=[O:27])[CH:34]=2)=[CH:3][CH:4]=1. The yield is 0.770.